From a dataset of Reaction yield outcomes from USPTO patents with 853,638 reactions. Predict the reaction yield, written as a fraction of the theoretical maximum amount of product (1.0 means a 100% yield; for example, 0.34 means a 34% yield). The reactants are [CH2:1]([N:3]([CH2:7][CH3:8])[CH2:4][CH2:5][NH2:6])[CH3:2].S=[C:10]1[CH2:14][S:13][C:12](=[O:15])[NH:11]1.[Cl:16][C:17]1[CH:18]=[C:19]([CH:22]=[CH:23][C:24]=1[O:25][C:26]1[CH:31]=[CH:30][C:29]([CH:32]=O)=[CH:28][C:27]=1[O:34][CH3:35])[C:20]#[N:21].CC(C)([O-])C.[K+].[Cl-].[NH4+]. The catalyst is C(O)C. The product is [Cl:16][C:17]1[CH:18]=[C:19]([CH:22]=[CH:23][C:24]=1[O:25][C:26]1[CH:31]=[CH:30][C:29](/[CH:32]=[C:14]2/[C:10]([NH:6][CH2:5][CH2:4][N:3]([CH2:7][CH3:8])[CH2:1][CH3:2])=[N:11][C:12](=[O:15])[S:13]/2)=[CH:28][C:27]=1[O:34][CH3:35])[C:20]#[N:21]. The yield is 0.400.